Dataset: Forward reaction prediction with 1.9M reactions from USPTO patents (1976-2016). Task: Predict the product of the given reaction. Given the reactants [NH:1]1[CH2:6][CH2:5][CH:4]([NH:7][C:8](=[O:14])[O:9][C:10]([CH3:13])([CH3:12])[CH3:11])[CH2:3][CH2:2]1.[Cl:15][C:16]1[CH:17]=[C:18]([CH:24]=[C:25]([Cl:27])[CH:26]=1)[O:19][CH2:20][C:21](O)=[O:22].CN1CCOCC1.CCN=C=NCCCN(C)C.Cl, predict the reaction product. The product is: [Cl:15][C:16]1[CH:17]=[C:18]([CH:24]=[C:25]([Cl:27])[CH:26]=1)[O:19][CH2:20][C:21]([N:1]1[CH2:2][CH2:3][CH:4]([NH:7][C:8](=[O:14])[O:9][C:10]([CH3:11])([CH3:13])[CH3:12])[CH2:5][CH2:6]1)=[O:22].